From a dataset of Catalyst prediction with 721,799 reactions and 888 catalyst types from USPTO. Predict which catalyst facilitates the given reaction. (1) Reactant: [C:1]([O:5][C:6]([NH:8][CH:9]1[CH2:14][CH2:13][CH:12]([NH:15][C:16]2[C:17]([CH2:27][CH3:28])=[C:18]([CH:23]=[C:24]([Cl:26])[CH:25]=2)[C:19]([O:21][CH3:22])=[O:20])[CH2:11][CH2:10]1)=[O:7])([CH3:4])([CH3:3])[CH3:2].[CH:29](=O)[CH3:30].C(O)(=O)C.C(O[BH-](OC(=O)C)OC(=O)C)(=O)C.[Na+].ClC(Cl)C.C([O-])(O)=O.[Na+]. Product: [C:1]([O:5][C:6]([NH:8][CH:9]1[CH2:14][CH2:13][CH:12]([N:15]([CH2:29][CH3:30])[C:16]2[C:17]([CH2:27][CH3:28])=[C:18]([CH:23]=[C:24]([Cl:26])[CH:25]=2)[C:19]([O:21][CH3:22])=[O:20])[CH2:11][CH2:10]1)=[O:7])([CH3:4])([CH3:3])[CH3:2]. The catalyst class is: 325. (2) Reactant: [C:1]([CH:3]([C:7](=[S:25])[NH:8][C:9]1[CH:14]=[CH:13][C:12]([O:15][C:16]2[CH:21]=[C:20]([Cl:22])[CH:19]=[CH:18][C:17]=2[Cl:23])=[C:11]([F:24])[CH:10]=1)[C:4]([NH2:6])=[O:5])#[N:2].BrBr. Product: [Cl:23][C:17]1[CH:18]=[CH:19][C:20]([Cl:22])=[CH:21][C:16]=1[O:15][C:12]1[CH:13]=[CH:14][C:9]([NH:8][C:7]2[S:25][N:6]=[C:4]([OH:5])[C:3]=2[C:1]#[N:2])=[CH:10][C:11]=1[F:24]. The catalyst class is: 13. (3) Reactant: [C:1]([C:3]1[CH:8]=[CH:7][C:6]([N:9]2[CH2:14][CH2:13][N:12]([C:15]([O:17][C:18]([CH3:21])([CH3:20])[CH3:19])=[O:16])[CH2:11][CH2:10]2)=[C:5]([CH3:22])[CH:4]=1)#N.[OH-:23].[Na+].Cl.[OH2:26]. Product: [C:18]([O:17][C:15]([N:12]1[CH2:13][CH2:14][N:9]([C:6]2[CH:7]=[CH:8][C:3]([C:1]([OH:26])=[O:23])=[CH:4][C:5]=2[CH3:22])[CH2:10][CH2:11]1)=[O:16])([CH3:21])([CH3:20])[CH3:19]. The catalyst class is: 14. (4) Reactant: [Cl:1][C:2]1[C:7]([C:8](Cl)=[O:9])=[CH:6][C:5]([C:11]2[CH:16]=[CH:15][C:14]([Cl:17])=[CH:13][CH:12]=2)=[C:4]([C:18]2[CH:23]=[CH:22][C:21]([Cl:24])=[CH:20][C:19]=2[Cl:25])[N:3]=1.[NH2:26][N:27]1[CH2:32][CH2:31][CH2:30][CH2:29][CH2:28]1. Product: [N:27]1([NH:26][C:8]([C:7]2[C:2]([Cl:1])=[N:3][C:4]([C:18]3[CH:23]=[CH:22][C:21]([Cl:24])=[CH:20][C:19]=3[Cl:25])=[C:5]([C:11]3[CH:12]=[CH:13][C:14]([Cl:17])=[CH:15][CH:16]=3)[CH:6]=2)=[O:9])[CH2:32][CH2:31][CH2:30][CH2:29][CH2:28]1. The catalyst class is: 2. (5) Reactant: C[Si](C)(C)[N-][Si](C)(C)C.[Li+].C1COCC1.C1COCC1.[C:21]([O:25][C:26]([N:28]([C:37]1[CH:42]=[CH:41][C:40]([C:43]2[O:47][CH:46]=[N:45][CH:44]=2)=[CH:39][CH:38]=1)[N:29]=[CH:30][C:31]1[CH:36]=[CH:35][N:34]=[CH:33][CH:32]=1)=[O:27])([CH3:24])([CH3:23])[CH3:22].[I:48]I. Product: [C:21]([O:25][C:26]([N:28]([C:37]1[CH:42]=[CH:41][C:40]([C:43]2[O:47][CH:46]=[N:45][C:44]=2[I:48])=[CH:39][CH:38]=1)[N:29]=[CH:30][C:31]1[CH:32]=[CH:33][N:34]=[CH:35][CH:36]=1)=[O:27])([CH3:24])([CH3:22])[CH3:23]. The catalyst class is: 13. (6) Reactant: [C:1]1([N:7]2[C:19]3[CH:18]=[CH:17][C:16]([C:20]([NH:22][NH2:23])=O)=[CH:15][C:14]=3[C:13]3[C:8]2=[CH:9][CH:10]=[CH:11][CH:12]=3)[CH:6]=[CH:5][CH:4]=[CH:3][CH:2]=1.[C:24]([NH:27][C:28]1[CH:33]=[CH:32][CH:31]=[CH:30][CH:29]=1)(=S)[CH3:25].C(O)CCC. Product: [CH3:25][C:24]1[N:27]([C:28]2[CH:33]=[CH:32][CH:31]=[CH:30][CH:29]=2)[C:20]([C:16]2[CH:17]=[CH:18][C:19]3[N:7]([C:1]4[CH:6]=[CH:5][CH:4]=[CH:3][CH:2]=4)[C:8]4[C:13]([C:14]=3[CH:15]=2)=[CH:12][CH:11]=[CH:10][CH:9]=4)=[N:22][N:23]=1. The catalyst class is: 13. (7) Reactant: Br[C:2]1[N:10]2[C:5]([C:6]([NH2:11])=[N:7][CH:8]=[N:9]2)=[CH:4][CH:3]=1.CC1(C)C(C)(C)OB([C:20]2[CH:25]=[CH:24][C:23]([N:26]3[CH2:31][CH2:30][N:29]([C:32]([O:34][C:35]([CH3:38])([CH3:37])[CH3:36])=[O:33])[CH2:28][CH2:27]3)=[CH:22][CH:21]=2)O1.ClCCl.C([O-])([O-])=O.[Na+].[Na+]. Product: [NH2:11][C:6]1[C:5]2=[CH:4][CH:3]=[C:2]([C:20]3[CH:21]=[CH:22][C:23]([N:26]4[CH2:27][CH2:28][N:29]([C:32]([O:34][C:35]([CH3:38])([CH3:37])[CH3:36])=[O:33])[CH2:30][CH2:31]4)=[CH:24][CH:25]=3)[N:10]2[N:9]=[CH:8][N:7]=1. The catalyst class is: 438.